Task: Predict which catalyst facilitates the given reaction.. Dataset: Catalyst prediction with 721,799 reactions and 888 catalyst types from USPTO (1) Reactant: [OH:1][CH:2]([CH:20]([CH3:22])[CH3:21])[CH2:3][C:4]1[CH:9]=[CH:8][C:7]([O:10][CH3:11])=[CH:6][C:5]=1[NH:12][C:13](=[O:19])[O:14][C:15]([CH3:18])([CH3:17])[CH3:16].CC(OI1(OC(C)=O)(OC(C)=O)OC(=O)C2C=CC=CC1=2)=O. Product: [CH3:11][O:10][C:7]1[CH:8]=[CH:9][C:4]([CH2:3][C:2](=[O:1])[CH:20]([CH3:21])[CH3:22])=[C:5]([NH:12][C:13](=[O:19])[O:14][C:15]([CH3:18])([CH3:17])[CH3:16])[CH:6]=1. The catalyst class is: 4. (2) Reactant: [Cl:1][C:2]1[CH:8]=[C:7]([S:9]([CH3:12])(=[O:11])=[O:10])[CH:6]=[CH:5][C:3]=1N.Cl.N([O-])=O.[Na+].[I-:18].[K+]. Product: [Cl:1][C:2]1[CH:8]=[C:7]([S:9]([CH3:12])(=[O:11])=[O:10])[CH:6]=[CH:5][C:3]=1[I:18]. The catalyst class is: 211.